This data is from Forward reaction prediction with 1.9M reactions from USPTO patents (1976-2016). The task is: Predict the product of the given reaction. Given the reactants I[C:2]1[CH:3]=[CH:4][C:5]([N:8]2[CH:12]=[CH:11][C:10]([CH:13]([C:15]3[CH:32]=[CH:31][C:18]4[N:19]([CH2:23][O:24][CH2:25][CH2:26][Si:27]([CH3:30])([CH3:29])[CH3:28])[C:20](=[O:22])[S:21][C:17]=4[CH:16]=3)[CH3:14])=[N:9]2)=[N:6][CH:7]=1.[CH3:33][N:34]1[CH:38]=[CH:37][NH:36][C:35]1=[S:39].[OH-].[K+], predict the reaction product. The product is: [CH3:33][N:34]1[CH:38]=[CH:37][N:36]=[C:35]1[S:39][C:2]1[CH:3]=[CH:4][C:5]([N:8]2[CH:12]=[CH:11][C:10]([CH:13]([C:15]3[CH:32]=[CH:31][C:18]4[N:19]([CH2:23][O:24][CH2:25][CH2:26][Si:27]([CH3:30])([CH3:29])[CH3:28])[C:20](=[O:22])[S:21][C:17]=4[CH:16]=3)[CH3:14])=[N:9]2)=[N:6][CH:7]=1.